From a dataset of Catalyst prediction with 721,799 reactions and 888 catalyst types from USPTO. Predict which catalyst facilitates the given reaction. Reactant: [C:1]([C:9]1([OH:18])[CH2:14][CH2:13][CH2:12][CH2:11][CH:10]1[C:15]([OH:17])=[O:16])(=[O:8])[C:2]1[CH:7]=[CH:6][CH:5]=[CH:4][CH:3]=1.[CH3:19][CH:20]([CH3:24])[CH2:21][CH2:22]O.OS(O)(=O)=O.O. Product: [CH3:19][CH:20]([CH3:24])[CH2:21][CH2:22][O:16][C:15]([CH:10]1[CH2:11][CH2:12][CH2:13][CH2:14][C:9]1([C:1](=[O:8])[C:2]1[CH:3]=[CH:4][CH:5]=[CH:6][CH:7]=1)[OH:18])=[O:17]. The catalyst class is: 22.